Dataset: Peptide-MHC class II binding affinity with 134,281 pairs from IEDB. Task: Regression. Given a peptide amino acid sequence and an MHC pseudo amino acid sequence, predict their binding affinity value. This is MHC class II binding data. (1) The peptide sequence is ASMVNGVIKILTYPW. The MHC is HLA-DQA10501-DQB10302 with pseudo-sequence HLA-DQA10501-DQB10302. The binding affinity (normalized) is 0.477. (2) The peptide sequence is NHVIQSVRRLYPKIF. The MHC is H-2-IAb with pseudo-sequence H-2-IAb. The binding affinity (normalized) is 0.0677. (3) The peptide sequence is SQDLELSWNLNFLQAY. The MHC is HLA-DQA10301-DQB10302 with pseudo-sequence HLA-DQA10301-DQB10302. The binding affinity (normalized) is 0.445. (4) The peptide sequence is YDKFLANVLTVLTGK. The MHC is DRB1_0101 with pseudo-sequence DRB1_0101. The binding affinity (normalized) is 0.803. (5) The peptide sequence is RNEVVNDVSTYASGK. The MHC is DRB1_0405 with pseudo-sequence DRB1_0405. The binding affinity (normalized) is 0.277.